This data is from CYP2C19 inhibition data for predicting drug metabolism from PubChem BioAssay. The task is: Regression/Classification. Given a drug SMILES string, predict its absorption, distribution, metabolism, or excretion properties. Task type varies by dataset: regression for continuous measurements (e.g., permeability, clearance, half-life) or binary classification for categorical outcomes (e.g., BBB penetration, CYP inhibition). Dataset: cyp2c19_veith. (1) The drug is CC(Oc1ccc(Cl)cc1)c1ccnn1S(=O)(=O)c1ccccc1. The result is 1 (inhibitor). (2) The molecule is Cn1c(N)nc2c(nc(OCc3ccccc3)n2[C@@H]2O[C@H](CO)[C@@H](O)[C@@H]2O)c1=O. The result is 0 (non-inhibitor). (3) The drug is Cc1sc(NC(=O)C(C)C)c(C(=O)Nc2ccccc2)c1C. The result is 1 (inhibitor). (4) The molecule is CC1CCCN(CCCNC(=O)C2CC(=O)N(c3ccc(F)c(Cl)c3)C2)C1. The result is 1 (inhibitor).